Dataset: Full USPTO retrosynthesis dataset with 1.9M reactions from patents (1976-2016). Task: Predict the reactants needed to synthesize the given product. Given the product [CH2:35]([O:42][C:43]([N:45]1[CH2:50][CH2:49][CH:48]([C:51](=[O:52])[NH:25][CH:8]([C:3]2[C:2]([Cl:1])=[N:7][CH:6]=[CH:5][N:4]=2)[C:9]2[CH:18]=[C:17]3[C:12]([CH:13]=[CH:14][C:15]([C:19]4[CH:24]=[CH:23][CH:22]=[CH:21][CH:20]=4)=[N:16]3)=[CH:11][CH:10]=2)[CH2:47][CH2:46]1)=[O:44])[C:36]1[CH:41]=[CH:40][CH:39]=[CH:38][CH:37]=1, predict the reactants needed to synthesize it. The reactants are: [Cl:1][C:2]1[C:3]([CH:8]([NH2:25])[C:9]2[CH:18]=[C:17]3[C:12]([CH:13]=[CH:14][C:15]([C:19]4[CH:24]=[CH:23][CH:22]=[CH:21][CH:20]=4)=[N:16]3)=[CH:11][CH:10]=2)=[N:4][CH:5]=[CH:6][N:7]=1.CCN(C(C)C)C(C)C.[CH2:35]([O:42][C:43]([N:45]1[CH2:50][CH2:49][CH:48]([C:51](Cl)=[O:52])[CH2:47][CH2:46]1)=[O:44])[C:36]1[CH:41]=[CH:40][CH:39]=[CH:38][CH:37]=1.